Task: Predict the reactants needed to synthesize the given product.. Dataset: Full USPTO retrosynthesis dataset with 1.9M reactions from patents (1976-2016) (1) Given the product [C:8]1([C:5]2([C:3](=[O:4])[CH3:15])[CH2:7][CH2:6]2)[CH:13]=[CH:12][CH:11]=[CH:10][CH:9]=1, predict the reactants needed to synthesize it. The reactants are: CN(C)[C:3]([C:5]1([C:8]2[CH:13]=[CH:12][CH:11]=[CH:10][CH:9]=2)[CH2:7][CH2:6]1)=[O:4].[CH3:15][Li].[Cl-].[NH4+]. (2) Given the product [CH3:1][O:2][C:3]([C:5]1[N:6]([CH:10]2[C:19]3[C:14](=[CH:15][CH:16]=[CH:17][CH:18]=3)[C:13]([OH:20])([CH3:23])[CH2:12][C:11]2([CH3:22])[CH3:21])[CH:7]=[N:8][CH:9]=1)=[O:4], predict the reactants needed to synthesize it. The reactants are: [CH3:1][O:2][C:3]([C:5]1[N:6]([CH:10]2[C:19]3[C:14](=[CH:15][CH:16]=[CH:17][CH:18]=3)[C:13](=[O:20])[CH2:12][C:11]2([CH3:22])[CH3:21])[CH:7]=[N:8][CH:9]=1)=[O:4].[CH3:23][Al](C)C.C[Zn]C.CCCCCCC. (3) Given the product [OH:9][C:6]1[CH:7]=[CH:8][C:3]([NH:2][C:24]([C:21]2[C:20](=[O:27])[N:19]([CH3:28])[N:12]([C:13]3[CH:14]=[CH:36][CH:35]=[CH:34][CH:39]=3)[C:15]=2[CH3:16])=[O:25])=[N:4][CH:5]=1, predict the reactants needed to synthesize it. The reactants are: Cl.[NH2:2][C:3]1[CH:8]=[CH:7][C:6]([OH:9])=[CH:5][N:4]=1.CC[N:12]([CH2:15][CH3:16])[CH2:13][CH3:14].CN1C(C)=[C:21]([C:24](O)=[O:25])[C:20](=[O:27])[N:19]1[C:28]1C=CC=CC=1.[CH:34]1[CH:39]=NC2N(O)N=N[C:36]=2[CH:35]=1.CCN=C=NCCCN(C)C.Cl.